This data is from Forward reaction prediction with 1.9M reactions from USPTO patents (1976-2016). The task is: Predict the product of the given reaction. (1) Given the reactants [Cl:1][C:2]1[CH:10]=[C:6]([C:7]([OH:9])=O)[C:5]([OH:11])=[CH:4][CH:3]=1.[C:12]([C:16]1[CH:17]=[C:18]([CH:20]=[CH:21][CH:22]=1)[NH2:19])([CH3:15])([CH3:14])[CH3:13], predict the reaction product. The product is: [Cl:1][C:2]1[CH:3]=[CH:4][C:5]([OH:11])=[C:6]([CH:10]=1)[C:7]([NH:19][C:18]1[CH:20]=[CH:21][CH:22]=[C:16]([C:12]([CH3:15])([CH3:14])[CH3:13])[CH:17]=1)=[O:9]. (2) Given the reactants [C:1]1([C:7](=[N:14][CH:15]([CH2:21][C:22]2[C:23]([N+:28]([O-:30])=[O:29])=N[CH:25]=[CH:26][CH:27]=2)[C:16]([O:18][CH2:19][CH3:20])=[O:17])[C:8]2[CH:13]=[CH:12][CH:11]=[CH:10][CH:9]=2)[CH:6]=[CH:5][CH:4]=[CH:3][CH:2]=1.BrCC1C=CC=[C:35]([C:39]([F:42])([F:41])[F:40])C=1[N+]([O-])=O.BrCC1C([N+]([O-])=O)=NC=CC=1, predict the reaction product. The product is: [C:8]1([C:7](=[N:14][CH:15]([CH2:21][C:22]2[CH:27]=[CH:26][CH:25]=[C:35]([C:39]([F:42])([F:41])[F:40])[C:23]=2[N+:28]([O-:30])=[O:29])[C:16]([O:18][CH2:19][CH3:20])=[O:17])[C:1]2[CH:2]=[CH:3][CH:4]=[CH:5][CH:6]=2)[CH:13]=[CH:12][CH:11]=[CH:10][CH:9]=1.